From a dataset of Forward reaction prediction with 1.9M reactions from USPTO patents (1976-2016). Predict the product of the given reaction. (1) The product is: [Cl:8][C:5]1[CH:6]=[CH:7][C:2]([NH:1][C:21](=[O:22])[CH:20]([F:24])[F:19])=[C:3]([S:9]([NH2:12])(=[O:11])=[O:10])[CH:4]=1. Given the reactants [NH2:1][C:2]1[CH:7]=[CH:6][C:5]([Cl:8])=[CH:4][C:3]=1[S:9]([NH2:12])(=[O:11])=[O:10].N1C=CC=CC=1.[F:19][CH:20]([F:24])[C:21](Cl)=[O:22], predict the reaction product. (2) Given the reactants [Cl:1][C:2]1[CH:9]=[CH:8][C:7]([N+:10]([O-:12])=[O:11])=[CH:6][C:3]=1[CH:4]=O.[C:13]([O:17][C:18]([N:20]1[CH2:25][CH2:24][NH:23][CH2:22][CH2:21]1)=[O:19])([CH3:16])([CH3:15])[CH3:14].[BH-](OC(C)=O)(OC(C)=O)OC(C)=O.[Na+].O, predict the reaction product. The product is: [Cl:1][C:2]1[CH:9]=[CH:8][C:7]([N+:10]([O-:12])=[O:11])=[CH:6][C:3]=1[CH2:4][N:23]1[CH2:22][CH2:21][N:20]([C:18]([O:17][C:13]([CH3:16])([CH3:15])[CH3:14])=[O:19])[CH2:25][CH2:24]1. (3) The product is: [CH3:1][C:2]1([CH3:22])[C:10]2[N:9]=[C:8]([C:11]3[C:12]([CH3:21])=[CH:13][C:14]([CH3:20])=[C:15]([CH:19]=3)[C:16]([N:24]3[CH2:29][CH2:28][CH:27]([C:30]4[CH:37]=[CH:36][C:33]([C:34]#[N:35])=[CH:32][CH:31]=4)[CH2:26][CH2:25]3)=[O:17])[NH:7][C:6]=2[CH2:5][O:4][CH2:3]1. Given the reactants [CH3:1][C:2]1([CH3:22])[C:10]2[N:9]=[C:8]([C:11]3[C:12]([CH3:21])=[CH:13][C:14]([CH3:20])=[C:15]([CH:19]=3)[C:16](O)=[O:17])[NH:7][C:6]=2[CH2:5][O:4][CH2:3]1.Cl.[NH:24]1[CH2:29][CH2:28][CH:27]([C:30]2[CH:37]=[CH:36][C:33]([C:34]#[N:35])=[CH:32][CH:31]=2)[CH2:26][CH2:25]1.F[P-](F)(F)(F)(F)F.N1(OC(N(C)C)=[N+](C)C)C2C=CC=CC=2N=N1.CCN(C(C)C)C(C)C, predict the reaction product. (4) Given the reactants [Br:1][C:2]1[CH:3]=[CH:4][C:5]([O:12][CH3:13])=[C:6]2[C:11]=1[CH:10]=[N:9][CH:8]=[CH:7]2.C([BH3-])#N.[Na+].B(F)(F)F.CCOCC, predict the reaction product. The product is: [Br:1][C:2]1[CH:3]=[CH:4][C:5]([O:12][CH3:13])=[C:6]2[C:11]=1[CH2:10][NH:9][CH2:8][CH2:7]2. (5) Given the reactants [OH:1][CH2:2][CH:3]1[C:12]2[C:7](=[CH:8][CH:9]=[CH:10][CH:11]=2)[C:6](=[O:13])[N:5]([CH2:14][CH2:15][O:16][CH3:17])[CH:4]1[C:18]1[S:19][CH:20]=[CH:21][CH:22]=1.[H-].[Na+].[CH2:25](Br)[C:26]1[CH:31]=[CH:30][CH:29]=[CH:28][CH:27]=1.O, predict the reaction product. The product is: [CH2:25]([O:1][CH2:2][CH:3]1[C:12]2[C:7](=[CH:8][CH:9]=[CH:10][CH:11]=2)[C:6](=[O:13])[N:5]([CH2:14][CH2:15][O:16][CH3:17])[CH:4]1[C:18]1[S:19][CH:20]=[CH:21][CH:22]=1)[C:26]1[CH:31]=[CH:30][CH:29]=[CH:28][CH:27]=1. (6) Given the reactants Cl.C([O:4][C:5](=[O:9])[CH2:6][CH2:7][NH2:8])C.[CH:10](=O)[C:11]1[CH:16]=[CH:15][CH:14]=[CH:13][CH:12]=1, predict the reaction product. The product is: [CH2:10]([NH:8][CH2:7][CH2:6][C:5]([OH:4])=[O:9])[C:11]1[CH:16]=[CH:15][CH:14]=[CH:13][CH:12]=1. (7) Given the reactants C[O:2][C:3]1[CH:29]=[CH:28][C:6]([CH2:7][C:8]2[C:12]3[C:13](=[O:27])[N:14]([C:21]4[CH:26]=[CH:25][CH:24]=[CH:23][CH:22]=4)[C:15]4[N:16]=[CH:17][CH:18]=[CH:19][C:20]=4[C:11]=3[NH:10][N:9]=2)=[CH:5][CH:4]=1.Br.O, predict the reaction product. The product is: [OH:2][C:3]1[CH:29]=[CH:28][C:6]([CH2:7][C:8]2[C:12]3[C:13](=[O:27])[N:14]([C:21]4[CH:26]=[CH:25][CH:24]=[CH:23][CH:22]=4)[C:15]4[N:16]=[CH:17][CH:18]=[CH:19][C:20]=4[C:11]=3[NH:10][N:9]=2)=[CH:5][CH:4]=1. (8) The product is: [OH:8][C:5]1[CH:6]=[CH:7][C:2]([NH:1][CH2:15][C:11]2[CH:10]=[N:9][CH:14]=[CH:13][CH:12]=2)=[CH:3][CH:4]=1. Given the reactants [NH2:1][C:2]1[CH:7]=[CH:6][C:5]([OH:8])=[CH:4][CH:3]=1.[N:9]1[CH:14]=[CH:13][CH:12]=[C:11]([CH:15]=O)[CH:10]=1.[BH4-].[Na+], predict the reaction product.